Dataset: Full USPTO retrosynthesis dataset with 1.9M reactions from patents (1976-2016). Task: Predict the reactants needed to synthesize the given product. (1) The reactants are: Cl[C:2]1[CH:18]=[CH:17][C:5]([C:6]([NH:8][CH2:9][CH2:10][N:11]2[CH2:16][CH2:15][CH2:14][CH2:13][CH2:12]2)=[O:7])=[C:4]([NH:19][CH2:20][CH3:21])[N:3]=1.[NH2:22][C:23]1[CH:28]=[CH:27][C:26](B2OC(C)(C)C(C)(C)O2)=[CH:25][C:24]=1[F:38].COCCOC.C([O-])(O)=O.[Na+]. Given the product [NH2:22][C:23]1[CH:28]=[CH:27][C:26]([C:2]2[CH:18]=[CH:17][C:5]([C:6]([NH:8][CH2:9][CH2:10][N:11]3[CH2:16][CH2:15][CH2:14][CH2:13][CH2:12]3)=[O:7])=[C:4]([NH:19][CH2:20][CH3:21])[N:3]=2)=[CH:25][C:24]=1[F:38], predict the reactants needed to synthesize it. (2) Given the product [CH:4]1([N:9]2[C:18]3[N:17]=[C:16]([NH:19][C:20]4[CH:29]=[CH:28][C:23]([C:24]([O:26][CH3:27])=[O:25])=[CH:22][C:21]=4[O:30][CH3:31])[N:15]=[CH:14][C:13]=3[N:12]([CH2:32][CH3:33])[CH2:11][C@H:10]2[CH2:35][CH3:36])[CH2:5][CH2:6][CH2:7][CH2:8]1, predict the reactants needed to synthesize it. The reactants are: S(C)C.[CH:4]1([N:9]2[C:18]3[N:17]=[C:16]([NH:19][C:20]4[CH:29]=[CH:28][C:23]([C:24]([O:26][CH3:27])=[O:25])=[CH:22][C:21]=4[O:30][CH3:31])[N:15]=[CH:14][C:13]=3[N:12]([CH2:32][CH3:33])[C:11](=O)[C@H:10]2[CH2:35][CH3:36])[CH2:8][CH2:7][CH2:6][CH2:5]1.Cl. (3) Given the product [F:1][C:2]1[CH:7]=[C:6]2[C:5]([CH2:8][CH2:9][C:10]2=[O:12])=[CH:4][C:3]=1[O:13][CH3:14], predict the reactants needed to synthesize it. The reactants are: [F:1][C:2]1[CH:7]=[CH:6][C:5]([CH2:8][CH2:9][C:10]([OH:12])=O)=[CH:4][C:3]=1[O:13][CH3:14].CS(O)(=O)=O.[OH-].[Na+]. (4) The reactants are: [NH2:1][C:2]1[N:7]=[CH:6][C:5]([Cl:8])=[CH:4][N:3]=1.[Cl:9][C:10]1[CH:11]=[C:12]([C:17]([C:30]([F:33])([F:32])[F:31])=[CH:18][C:19]([C:21]2[CH:29]=[CH:28][C:24]([C:25](Cl)=[O:26])=[CH:23][CH:22]=2)=[O:20])[CH:13]=[C:14]([Cl:16])[CH:15]=1.O. Given the product [Cl:8][C:5]1[CH:4]=[N:3][C:2]([NH:1][C:25](=[O:26])[C:24]2[CH:28]=[CH:29][C:21]([C:19](=[O:20])[CH:18]=[C:17]([C:12]3[CH:11]=[C:10]([Cl:9])[CH:15]=[C:14]([Cl:16])[CH:13]=3)[C:30]([F:33])([F:31])[F:32])=[CH:22][CH:23]=2)=[N:7][CH:6]=1, predict the reactants needed to synthesize it.